Dataset: Peptide-MHC class II binding affinity with 134,281 pairs from IEDB. Task: Regression. Given a peptide amino acid sequence and an MHC pseudo amino acid sequence, predict their binding affinity value. This is MHC class II binding data. (1) The peptide sequence is GSLICVTAAFGVLLS. The MHC is DRB1_0101 with pseudo-sequence DRB1_0101. The binding affinity (normalized) is 0.904. (2) The peptide sequence is ASGVYMGNLTTQQLD. The MHC is H-2-IEd with pseudo-sequence H-2-IEd. The binding affinity (normalized) is 0.0533. (3) The peptide sequence is PCRAGFETNVSHNVQ. The MHC is HLA-DPA10103-DPB10201 with pseudo-sequence HLA-DPA10103-DPB10201. The binding affinity (normalized) is 0.150. (4) The peptide sequence is LYKMQRMLLEKCDLQ. The MHC is DRB1_0101 with pseudo-sequence DRB1_0101. The binding affinity (normalized) is 0.599. (5) The peptide sequence is AAATAGTTVYGAFAE. The MHC is HLA-DQA10401-DQB10402 with pseudo-sequence HLA-DQA10401-DQB10402. The binding affinity (normalized) is 0.541. (6) The peptide sequence is AATGAATAATGGYKV. The MHC is HLA-DPA10103-DPB10201 with pseudo-sequence HLA-DPA10103-DPB10201. The binding affinity (normalized) is 0. (7) The peptide sequence is GEAQIVDKIDAAFKI. The MHC is DRB1_0404 with pseudo-sequence DRB1_0404. The binding affinity (normalized) is 0.443. (8) The peptide sequence is KYLFNWAVRTKLKLTPIA. The MHC is DRB1_0401 with pseudo-sequence DRB1_0401. The binding affinity (normalized) is 0.460.